From a dataset of Peptide-MHC class I binding affinity with 185,985 pairs from IEDB/IMGT. Regression. Given a peptide amino acid sequence and an MHC pseudo amino acid sequence, predict their binding affinity value. This is MHC class I binding data. (1) The peptide sequence is NTYLFNILYK. The MHC is HLA-B53:01 with pseudo-sequence HLA-B53:01. The binding affinity (normalized) is 0.175. (2) The peptide sequence is IEEELGSKAKF. The MHC is Mamu-B8701 with pseudo-sequence Mamu-B8701. The binding affinity (normalized) is 0.618. (3) The peptide sequence is EPHQLAETI. The MHC is HLA-B54:01 with pseudo-sequence HLA-B54:01. The binding affinity (normalized) is 0.122.